This data is from Full USPTO retrosynthesis dataset with 1.9M reactions from patents (1976-2016). The task is: Predict the reactants needed to synthesize the given product. Given the product [Cl:1][C:2]1[CH:7]=[CH:6][C:5]([CH2:8][CH:9]2[CH2:13][CH2:12][N:11]([CH2:18][CH3:19])[C:10]2=[CH:14][N+:15]([O-:17])=[O:16])=[CH:4][N:3]=1, predict the reactants needed to synthesize it. The reactants are: [Cl:1][C:2]1[CH:7]=[CH:6][C:5]([CH2:8][CH:9]2[CH2:13][CH2:12][NH:11][C:10]2=[CH:14][N+:15]([O-:17])=[O:16])=[CH:4][N:3]=1.[CH2:18](I)[CH3:19].C(=O)([O-])[O-].[K+].[K+].